Dataset: Forward reaction prediction with 1.9M reactions from USPTO patents (1976-2016). Task: Predict the product of the given reaction. (1) Given the reactants Cl[CH2:2][CH2:3][C:4]1[CH:14]=[CH:13][C:7]([C:8]([O:10][CH2:11][CH3:12])=[O:9])=[CH:6][CH:5]=1.[C:15]([O-:18])(=[S:17])[CH3:16].[K+].[I-].[Na+].[Cl-].[NH4+], predict the reaction product. The product is: [C:15]([S:17][CH2:2][CH2:3][C:4]1[CH:14]=[CH:13][C:7]([C:8]([O:10][CH2:11][CH3:12])=[O:9])=[CH:6][CH:5]=1)(=[O:18])[CH3:16]. (2) Given the reactants [CH3:1][CH2:2][CH2:3][CH2:4][CH2:5][CH:6](O)[CH2:7][CH2:8][CH2:9][CH2:10][CH2:11][CH2:12][CH2:13][CH2:14][CH3:15].C(Br)(Br)(Br)[Br:18].C1(P(C2C=CC=CC=2)C2C=CC=CC=2)C=CC=CC=1, predict the reaction product. The product is: [Br:18][CH:6]([CH2:7][CH2:8][CH2:9][CH2:10][CH2:11][CH2:12][CH2:13][CH2:14][CH3:15])[CH2:5][CH2:4][CH2:3][CH2:2][CH3:1]. (3) Given the reactants N[C:2]1[NH:7][C:6]2=[CH:8][CH:9]=[N:10][C:5]2=[C:4]([O:11][CH2:12][C:13]2[CH:18]=[CH:17][CH:16]=[CH:15][CH:14]=2)[N:3]=1.N1C=CC=CC=1.[FH:25].N(OC(C)(C)C)=O.[Br:33]N1C(=O)CCC1=O, predict the reaction product. The product is: [CH2:12]([O:11][C:4]1[N:3]=[C:2]([F:25])[NH:7][C:6]2=[C:8]([Br:33])[CH:9]=[N:10][C:5]=12)[C:13]1[CH:18]=[CH:17][CH:16]=[CH:15][CH:14]=1. (4) The product is: [NH:34]1[C:42]2[C:37](=[C:38]([C:10]3[CH:18]=[C:17]4[C:13]([CH:14]=[N:15][NH:16]4)=[C:12]([C:29]4[O:76][C:75]([CH2:74][O:73][CH2:66][C:67]5[CH:72]=[CH:71][CH:70]=[CH:69][CH:68]=5)=[N:32][N:33]=4)[CH:11]=3)[CH:39]=[CH:40][CH:41]=2)[CH:36]=[CH:35]1. Given the reactants [NH:34]1[C:42]2[C:37](=[C:38]([C:10]3[CH:18]=[C:17]4[C:13]([CH:14]=[N:15][N:16]4S(C4C=CC(C)=CC=4)(=O)=O)=[C:12]([C:29]4[NH:33][N:32]=NN=4)[CH:11]=3)[CH:39]=[CH:40][CH:41]=2)[CH:36]=[CH:35]1.[NH:34]1[C:42]2[C:37](=[C:38]([C:10]3[CH:18]=[C:17]4[C:13]([CH:14]=[N:15][N:16]4S(C4C=CC=CC=4)(=O)=O)=[C:12]([C:29]4NN=[N:32][N:33]=4)[CH:11]=3)[CH:39]=[CH:40][CH:41]=2)[CH:36]=[CH:35]1.[CH2:66]([O:73][CH2:74][C:75](Cl)=[O:76])[C:67]1[CH:72]=[CH:71][CH:70]=[CH:69][CH:68]=1.[OH-].[Na+], predict the reaction product. (5) Given the reactants [CH2:1]([C@:8]12[CH2:16][C@H:12]([C:13](=[O:15])[O:14]1)[C@@H:11]([C:17]([N:19]1[CH2:24][CH2:23][N:22]([C:25]3[CH:30]=[CH:29][CH:28]=[CH:27][CH:26]=3)[CH2:21][CH2:20]1)=[O:18])[CH2:10][CH2:9]2)[C:2]1[CH:7]=[CH:6][CH:5]=[CH:4][CH:3]=1.[NH2:31][OH:32], predict the reaction product. The product is: [CH2:1]([C@@:8]1([OH:14])[CH2:16][C@H:12]([C:13]([NH:31][OH:32])=[O:15])[C@@H:11]([C:17]([N:19]2[CH2:24][CH2:23][N:22]([C:25]3[CH:30]=[CH:29][CH:28]=[CH:27][CH:26]=3)[CH2:21][CH2:20]2)=[O:18])[CH2:10][CH2:9]1)[C:2]1[CH:7]=[CH:6][CH:5]=[CH:4][CH:3]=1.